Dataset: Forward reaction prediction with 1.9M reactions from USPTO patents (1976-2016). Task: Predict the product of the given reaction. Given the reactants [CH2:1]([O:3][P:4]([CH2:9][C:10]1[CH:15]=[CH:14][C:13]([NH:16][C:17]2[N:22]=[C:21]([NH:23][C:24]3[CH:25]=[CH:26][C:27]([C@@H:35]4[CH2:40][CH2:39][C@H:38]([C:41]([O:43]CC)=[O:42])[CH2:37][CH2:36]4)=[C:28]4[C:32]=3[C:31](=[O:33])[N:30]([CH3:34])[CH2:29]4)[C:20]([C:46]([F:49])([F:48])[F:47])=[CH:19][N:18]=2)=[C:12]([O:50][CH3:51])[CH:11]=1)([O:6][CH2:7][CH3:8])=[O:5])[CH3:2].C1COCC1.CO.O.[OH-].[Li+].O, predict the reaction product. The product is: [CH2:7]([O:6][P:4]([CH2:9][C:10]1[CH:15]=[CH:14][C:13]([NH:16][C:17]2[N:22]=[C:21]([NH:23][C:24]3[CH:25]=[CH:26][C:27]([C@@H:35]4[CH2:40][CH2:39][C@H:38]([C:41]([OH:43])=[O:42])[CH2:37][CH2:36]4)=[C:28]4[C:32]=3[C:31](=[O:33])[N:30]([CH3:34])[CH2:29]4)[C:20]([C:46]([F:47])([F:49])[F:48])=[CH:19][N:18]=2)=[C:12]([O:50][CH3:51])[CH:11]=1)([O:3][CH2:1][CH3:2])=[O:5])[CH3:8].